Dataset: Full USPTO retrosynthesis dataset with 1.9M reactions from patents (1976-2016). Task: Predict the reactants needed to synthesize the given product. (1) Given the product [F:16][C:13]1[CH:14]=[CH:15][C:10]([C:8]2[O:9][C:5]3[CH:4]=[C:3]([N:22]([CH3:27])[S:23]([CH3:26])(=[O:25])=[O:24])[C:2]([B:28]4[O:32][C:31]([CH3:34])([CH3:33])[C:30]([CH3:36])([CH3:35])[O:29]4)=[CH:21][C:6]=3[C:7]=2[C:17]([NH:19][CH3:20])=[O:18])=[CH:11][CH:12]=1, predict the reactants needed to synthesize it. The reactants are: Br[C:2]1[C:3]([N:22]([CH3:27])[S:23]([CH3:26])(=[O:25])=[O:24])=[CH:4][C:5]2[O:9][C:8]([C:10]3[CH:15]=[CH:14][C:13]([F:16])=[CH:12][CH:11]=3)=[C:7]([C:17]([NH:19][CH3:20])=[O:18])[C:6]=2[CH:21]=1.[B:28]1([B:28]2[O:32][C:31]([CH3:34])([CH3:33])[C:30]([CH3:36])([CH3:35])[O:29]2)[O:32][C:31]([CH3:34])([CH3:33])[C:30]([CH3:36])([CH3:35])[O:29]1.CC([O-])=O.[K+]. (2) Given the product [OH:3][N:1]=[C:6]([C:7](=[O:8])[CH3:9])[C:5]([O:11][CH3:12])=[O:10], predict the reactants needed to synthesize it. The reactants are: [N:1]([O-:3])=O.[Na+].[C:5]([O:11][CH3:12])(=[O:10])[CH2:6][C:7]([CH3:9])=[O:8]. (3) Given the product [O:1]([CH2:11][CH:12]([OH:21])[CH2:13][CH2:14][CH2:15][CH2:16][CH2:17][CH2:18][CH2:19][CH3:20])[CH:2]1[O:10][CH2:9][C@@H:7]([OH:8])[C@H:5]([OH:6])[C@H:3]1[OH:4], predict the reactants needed to synthesize it. The reactants are: [O:1]=[CH:2][C@@H:3]([C@H:5]([C@@H:7]([CH2:9][OH:10])[OH:8])[OH:6])[OH:4].[CH2:11](O)[CH:12]([OH:21])[CH2:13][CH2:14][CH2:15][CH2:16][CH2:17][CH2:18][CH2:19][CH3:20].CC1C=CC(S(O)(=O)=O)=CC=1. (4) Given the product [CH:1]1([N:7]([CH2:25][CH:26]2[CH2:27][CH2:28]2)[C:8]2[N:13]=[CH:12][N:11]=[C:10]([C:14]([NH:16][C:17]3[CH:18]=[CH:19][C:20]([CH2:23][NH:36][CH:33]([CH2:34][CH3:35])[C:32]([O:31][CH3:30])=[O:37])=[CH:21][CH:22]=3)=[O:15])[CH:9]=2)[CH2:6][CH2:5][CH2:4][CH2:3][CH2:2]1, predict the reactants needed to synthesize it. The reactants are: [CH:1]1([N:7]([CH2:25][CH:26]2[CH2:28][CH2:27]2)[C:8]2[N:13]=[CH:12][N:11]=[C:10]([C:14]([NH:16][C:17]3[CH:22]=[CH:21][C:20]([CH:23]=O)=[CH:19][CH:18]=3)=[O:15])[CH:9]=2)[CH2:6][CH2:5][CH2:4][CH2:3][CH2:2]1.Cl.[CH3:30][O:31][C:32](=[O:37])[CH:33]([NH2:36])[CH2:34][CH3:35]. (5) Given the product [F:1][C:2]([F:31])([F:30])[C:3]1[CH:4]=[C:5]([C@@H:9]([NH:13][C:14]([C:16]2[CH:17]=[N:18][N:19]([C:23]3[CH:28]=[CH:27][C:26]([Cl:29])=[CH:25][CH:24]=3)[C:20]=2[CH2:21][NH2:32])=[O:15])[CH2:10][CH2:11][CH3:12])[CH:6]=[CH:7][CH:8]=1, predict the reactants needed to synthesize it. The reactants are: [F:1][C:2]([F:31])([F:30])[C:3]1[CH:4]=[C:5]([C@@H:9]([NH:13][C:14]([C:16]2[CH:17]=[N:18][N:19]([C:23]3[CH:28]=[CH:27][C:26]([Cl:29])=[CH:25][CH:24]=3)[C:20]=2[CH2:21]Br)=[O:15])[CH2:10][CH2:11][CH3:12])[CH:6]=[CH:7][CH:8]=1.[NH3:32].CO.